This data is from Catalyst prediction with 721,799 reactions and 888 catalyst types from USPTO. The task is: Predict which catalyst facilitates the given reaction. (1) Reactant: [CH2:1]([OH:8])[C:2]1[CH:7]=[CH:6][CH:5]=[CH:4][CH:3]=1.C[Si]([N-][Si](C)(C)C)(C)C.[Na+].Cl[C:20]1[N:25]=[CH:24][C:23]([C:26]([N:28]2[C:34]3[CH:35]=[CH:36][CH:37]=[CH:38][C:33]=3[CH2:32][N:31]3[C:39]([C:42]([NH:44][CH2:45][C:46]4[CH:47]=[N:48][CH:49]=[CH:50][CH:51]=4)=[O:43])=[CH:40][CH:41]=[C:30]3[CH2:29]2)=[O:27])=[CH:22][CH:21]=1. Product: [CH2:1]([O:8][C:20]1[N:25]=[CH:24][C:23]([C:26]([N:28]2[C:34]3[CH:35]=[CH:36][CH:37]=[CH:38][C:33]=3[CH2:32][N:31]3[C:39]([C:42]([NH:44][CH2:45][C:46]4[CH:47]=[N:48][CH:49]=[CH:50][CH:51]=4)=[O:43])=[CH:40][CH:41]=[C:30]3[CH2:29]2)=[O:27])=[CH:22][CH:21]=1)[C:2]1[CH:7]=[CH:6][CH:5]=[CH:4][CH:3]=1. The catalyst class is: 7. (2) Reactant: C[Si]([N:5]=[N+:6]=[N-:7])(C)C.C([Sn](=O)CCCC)CCC.[C:18]1([CH:24]([C:30]#[N:31])[C:25]([O:27][CH2:28][CH3:29])=[O:26])[CH:23]=[CH:22][CH:21]=[CH:20][CH:19]=1. Product: [N:5]1[NH:6][N:7]=[N:31][C:30]=1[CH:24]([C:18]1[CH:23]=[CH:22][CH:21]=[CH:20][CH:19]=1)[C:25]([O:27][CH2:28][CH3:29])=[O:26]. The catalyst class is: 11. (3) Reactant: [CH:1]1([C:7]2[CH:20]=[CH:19][C:10]([O:11][CH2:12][C@H:13]3[O:17][C:16]([NH2:18])=[N:15][CH2:14]3)=[CH:9][CH:8]=2)[CH2:6][CH2:5][CH2:4][CH2:3][CH2:2]1.C1O[C@H]1CCl.C1(C2C=CC(O)=CC=2)CCCCC1.[CH2:39]([C:41](=[CH2:47])[C:42](OCC)=[O:43])[CH3:40]. Product: [CH:1]1([C:7]2[CH:20]=[CH:19][C:10]([O:11][CH2:12][C@H:13]3[O:17][C:16]4=[N:18][C:42](=[O:43])[C@H:41]([CH2:39][CH3:40])[CH2:47][N:15]4[CH2:14]3)=[CH:9][CH:8]=2)[CH2:2][CH2:3][CH2:4][CH2:5][CH2:6]1.[CH:1]1([C:7]2[CH:20]=[CH:19][C:10]([O:11][CH2:12][C@H:13]3[O:17][C:16]4=[N:18][C:42](=[O:43])[C@@H:41]([CH2:39][CH3:40])[CH2:47][N:15]4[CH2:14]3)=[CH:9][CH:8]=2)[CH2:2][CH2:3][CH2:4][CH2:5][CH2:6]1. The catalyst class is: 51. (4) Reactant: [C:1]1([CH2:7][C@H:8]([NH:19][C:20]([NH:22][S:23]([C:26]2[CH:31]=[CH:30][CH:29]=[CH:28][C:27]=2[CH3:32])(=[O:25])=[O:24])=[O:21])[C:9]([O:11]CC2C=CC=CC=2)=[O:10])[CH:6]=[CH:5][CH:4]=[CH:3][CH:2]=1.[H][H]. Product: [C:1]1([CH2:7][C@H:8]([NH:19][C:20]([NH:22][S:23]([C:26]2[CH:31]=[CH:30][CH:29]=[CH:28][C:27]=2[CH3:32])(=[O:25])=[O:24])=[O:21])[C:9]([OH:11])=[O:10])[CH:2]=[CH:3][CH:4]=[CH:5][CH:6]=1. The catalyst class is: 582. (5) Reactant: [CH2:1]([C@@:4]1([CH3:30])[CH2:9][C@H:8]([C:10]2[CH:15]=[CH:14][CH:13]=[C:12]([Cl:16])[CH:11]=2)[C@@H:7]([C:17]2[CH:22]=[CH:21][C:20]([Cl:23])=[CH:19][CH:18]=2)[N:6]([CH:24]([CH2:27][CH3:28])[CH2:25][CH3:26])[C:5]1=[O:29])[CH:2]=C.I([O-])(=O)(=O)=[O:32].[Na+]. Product: [Cl:16][C:12]1[CH:11]=[C:10]([C@@H:8]2[C@@H:7]([C:17]3[CH:18]=[CH:19][C:20]([Cl:23])=[CH:21][CH:22]=3)[N:6]([CH:24]([CH2:27][CH3:28])[CH2:25][CH3:26])[C:5](=[O:29])[C@:4]([CH2:1][CH:2]=[O:32])([CH3:30])[CH2:9]2)[CH:15]=[CH:14][CH:13]=1. The catalyst class is: 822.